Dataset: Drug-target binding data from BindingDB using Ki measurements. Task: Regression. Given a target protein amino acid sequence and a drug SMILES string, predict the binding affinity score between them. We predict pKi (pKi = -log10(Ki in M); higher means stronger inhibition). Dataset: bindingdb_ki. (1) The small molecule is O=C1OC(c2ccc(O)c(F)c2)(c2ccc(O)c(F)c2)c2ccc(Cl)c3cccc1c23. The target protein (P13100) has sequence MVNAEEQQYLNLVQYIINHGEDRPDRTGTGTLSVFAPSPLKFSLRNKTFPLLTTKRVFIRGVIEELLWFIRGETDSLKLREKNIHIWDANGSREYLDSIGLTKRQEGDLGPIYGFQWRHFGAEYIDCKTNYIGQGVDQLANIIQKIRTSPYDRRLILSAWNPADLEKMALPPCHMFCQFYVHIPSNNHRPELSCQLYQRSCDMGLGVPFNIASYALLTCMIAHVCDLDPGDFIHVMGDCHIYKDHIEALQQQLTRSPRPFPTLSLNRSITDIEDFTLDDFNIQNYHPYETIKMKMSI. The pKi is 4.7. (2) The drug is CC(C)CCn1c(=O)c2[nH]c(-c3ccc(S(=O)(=O)O)cc3)nc2n(CC(C)C)c1=O. The target protein (P46616) has sequence MSSSVYITVELVIAVLAILGNVLVCWAVWINSNLQNVTNYFVVSLAAADIAVGVLAIPFAITISTGFCAACHGCLFFACFVLVLTQSSIFSLLTITIDRYIAIRIPLRYNGLVTCTRAKGIIAICWVLSFAIGLTPMLGWNNCSQPKGDKNHSESCDEGQVTCLFEDVVPMNYMVYYNFFAFVLVPLLLMLGIYLRIFLAARRQLKQMESQPLPGERTRSTLQKEVHPAKSLAIIVGLFALCCLPLNIINCFTFFCPECDHAPPWLMYLTIILSHGNSVVNPLIYAYRIREFRQTFRKIIRSHILRRRELFKAGGTSARASAAHSPEGEQVSLRLNGHPPGVWANGSALRPEQRPNGYVLGLVSGRSAQRSHGDASLSDVELLSHEHKGTCPESPSLEDPPAHGGAGVS. The pKi is 5.2.